From a dataset of Peptide-MHC class I binding affinity with 185,985 pairs from IEDB/IMGT. Regression. Given a peptide amino acid sequence and an MHC pseudo amino acid sequence, predict their binding affinity value. This is MHC class I binding data. The peptide sequence is TTFPVNGGY. The MHC is HLA-A24:03 with pseudo-sequence HLA-A24:03. The binding affinity (normalized) is 0.0847.